Dataset: Full USPTO retrosynthesis dataset with 1.9M reactions from patents (1976-2016). Task: Predict the reactants needed to synthesize the given product. (1) Given the product [C:11]([O:10][P:4]([O:17][CH2:18][CH2:19][O:20][CH2:21][CH2:22][O:23][CH2:24][CH2:25][NH:26][C:27](=[O:36])[O:28][CH2:29][C:30]1[CH:31]=[CH:32][CH:33]=[CH:34][CH:35]=1)([O:5][C:6]([CH3:7])([CH3:8])[CH3:9])=[O:43])([CH3:12])([CH3:13])[CH3:14], predict the reactants needed to synthesize it. The reactants are: C(N(CC)[P:4]([O:10][C:11]([CH3:14])([CH3:13])[CH3:12])[O:5][C:6]([CH3:9])([CH3:8])[CH3:7])C.[OH:17][CH2:18][CH2:19][O:20][CH2:21][CH2:22][O:23][CH2:24][CH2:25][NH:26][C:27](=[O:36])[O:28][CH2:29][C:30]1[CH:35]=[CH:34][CH:33]=[CH:32][CH:31]=1.CC1NN=NN=1.[OH:43]O. (2) Given the product [Cl:1][C:2]1[CH:3]=[C:4]([CH:41]=[CH:42][CH:43]=1)[CH2:5][N:6]1[CH2:39][C:11]2[CH:12]=[C:13]3[C:17](=[CH:18][C:10]=2[NH:9][C:8](=[O:40])[CH2:7]1)[N:16]([C:19]([C:32]1[CH:37]=[CH:36][CH:35]=[CH:34][CH:33]=1)([C:26]1[CH:31]=[CH:30][CH:29]=[CH:28][CH:27]=1)[C:20]1[CH:25]=[CH:24][CH:23]=[CH:22][CH:21]=1)[N:15]=[C:14]3[C:45]1[CH:46]=[N:47][C:48]([O:51][CH3:52])=[N:49][CH:50]=1, predict the reactants needed to synthesize it. The reactants are: [Cl:1][C:2]1[CH:3]=[C:4]([CH:41]=[CH:42][CH:43]=1)[CH2:5][N:6]1[CH2:39][C:11]2[CH:12]=[C:13]3[C:17](=[CH:18][C:10]=2[NH:9][C:8](=[O:40])[CH2:7]1)[N:16]([C:19]([C:32]1[CH:37]=[CH:36][CH:35]=[CH:34][CH:33]=1)([C:26]1[CH:31]=[CH:30][CH:29]=[CH:28][CH:27]=1)[C:20]1[CH:25]=[CH:24][CH:23]=[CH:22][CH:21]=1)[N:15]=[C:14]3Br.B(O)(O)[C:45]1[CH:50]=[N:49][C:48]([O:51][CH3:52])=[N:47][CH:46]=1.C([O-])([O-])=O.[K+].[K+]. (3) Given the product [C:30]1([C:38]2[CH:39]=[CH:40][CH:41]=[CH:42][CH:43]=2)[CH:31]=[CH:32][C:33]([CH2:36][NH:1][C:2]2[CH:3]=[C:4]([C:8]3[C:17]4[C:12](=[C:13]([C:18]([F:21])([F:19])[F:20])[CH:14]=[CH:15][CH:16]=4)[N:11]=[CH:10][C:9]=3[C:22]([C:24]3[CH:25]=[CH:26][CH:27]=[CH:28][CH:29]=3)=[O:23])[CH:5]=[CH:6][CH:7]=2)=[CH:34][CH:35]=1, predict the reactants needed to synthesize it. The reactants are: [NH2:1][C:2]1[CH:3]=[C:4]([C:8]2[C:17]3[C:12](=[C:13]([C:18]([F:21])([F:20])[F:19])[CH:14]=[CH:15][CH:16]=3)[N:11]=[CH:10][C:9]=2[C:22]([C:24]2[CH:29]=[CH:28][CH:27]=[CH:26][CH:25]=2)=[O:23])[CH:5]=[CH:6][CH:7]=1.[C:30]1([C:38]2[CH:43]=[CH:42][CH:41]=[CH:40][CH:39]=2)[CH:35]=[CH:34][C:33]([CH:36]=O)=[CH:32][CH:31]=1. (4) Given the product [CH:28]1([N:27]([CH2:26][CH:25]([O:33][CH3:34])[O:24][CH3:23])[C:17](=[O:19])[CH2:16][CH2:15][O:14][CH2:13][CH2:12][C:11]2[CH:20]=[CH:21][CH:22]=[C:9]([C:7]3[CH:6]=[N:5][N:4]([CH:1]([CH3:2])[CH3:3])[CH:8]=3)[CH:10]=2)[CH2:29][CH2:30][CH2:31][CH2:32]1, predict the reactants needed to synthesize it. The reactants are: [CH:1]([N:4]1[CH:8]=[C:7]([C:9]2[CH:10]=[C:11]([CH:20]=[CH:21][CH:22]=2)[CH2:12][CH2:13][O:14][CH2:15][CH2:16][C:17]([OH:19])=O)[CH:6]=[N:5]1)([CH3:3])[CH3:2].[CH3:23][O:24][CH:25]([O:33][CH3:34])[CH2:26][NH:27][CH:28]1[CH2:32][CH2:31][CH2:30][CH2:29]1. (5) Given the product [N:1]1([C:23]2[CH:22]=[C:21]([C:25]3[CH:30]=[CH:29][CH:28]=[CH:27][N:26]=3)[N:20]=[C:19]([C:15]3[CH:14]=[CH:13][CH:18]=[CH:17][N:16]=3)[CH:24]=2)[CH2:6][CH2:5][O:4][CH2:3][CH2:2]1, predict the reactants needed to synthesize it. The reactants are: [NH:1]1[CH2:6][CH2:5][O:4][CH2:3][CH2:2]1.N1([C:13]2[CH:18]=[CH:17][N:16]=[C:15]([C:19]3[CH:24]=[CH:23][CH:22]=[C:21]([C:25]4[CH:30]=[CH:29][CH:28]=[CH:27][N:26]=4)[N:20]=3)[CH:14]=2)CCOCC1.